From a dataset of Catalyst prediction with 721,799 reactions and 888 catalyst types from USPTO. Predict which catalyst facilitates the given reaction. (1) Reactant: CON(C)[C:4]([CH:6]([N:10]([CH3:18])[C:11](=[O:17])[O:12][C:13]([CH3:16])([CH3:15])[CH3:14])[CH2:7][CH:8]=[CH2:9])=[O:5].[H-].[Al+3].[Li+].[H-].[H-].[H-].S([O-])(O)(=O)=O.[K+]. Product: [CH:4]([CH:6]([N:10]([CH3:18])[C:11](=[O:17])[O:12][C:13]([CH3:15])([CH3:14])[CH3:16])[CH2:7][CH:8]=[CH2:9])=[O:5]. The catalyst class is: 7. (2) Reactant: [C:1]([C:3]1[C:8](=[O:9])[N:7]([C:10]2[CH:15]=[CH:14][C:13]([C@H:16]3[CH2:21][CH2:20][C@H:19]([CH2:22][C:23]([O:25][CH3:26])=[O:24])[CH2:18][CH2:17]3)=[CH:12][CH:11]=2)[CH2:6][CH2:5][C:4]=1OC)#[N:2].[N:29]#[C:30][NH2:31].C[O-].[Na+].Cl. Product: [C:1]([C:3]1[C:8](=[O:9])[N:7]([C:10]2[CH:15]=[CH:14][C:13]([C@H:16]3[CH2:21][CH2:20][C@H:19]([CH2:22][C:23]([O:25][CH3:26])=[O:24])[CH2:18][CH2:17]3)=[CH:12][CH:11]=2)[CH2:6][CH2:5][C:4]=1[NH:31][C:30]#[N:29])#[N:2]. The catalyst class is: 72. (3) Reactant: [C:1]([N:5]1[C:9]([C:10]2[CH:15]=[CH:14][C:13]([CH:16]3[CH2:21][CH2:20][CH2:19][CH2:18][CH2:17]3)=[CH:12][CH:11]=2)=[CH:8][C:7]([CH:22]=[N:23]O)=[N:6]1)([CH3:4])([CH3:3])[CH3:2].[H-].[Al+3].[Li+].[H-].[H-].[H-].CCCCCC.CCOC(C)=O. Product: [C:1]([N:5]1[C:9]([C:10]2[CH:11]=[CH:12][C:13]([CH:16]3[CH2:17][CH2:18][CH2:19][CH2:20][CH2:21]3)=[CH:14][CH:15]=2)=[CH:8][C:7]([CH2:22][NH2:23])=[N:6]1)([CH3:4])([CH3:3])[CH3:2]. The catalyst class is: 469. (4) Reactant: [Br:1][C:2]1[CH:3]=[N:4][CH:5]=[N:6][CH:7]=1.[CH:8]1([Mg]Br)[CH2:10][CH2:9]1.O.C(C1C(=O)C(Cl)=C(Cl)C(=O)C=1C#N)#N. Product: [Br:1][C:2]1[C:3]([CH:8]2[CH2:10][CH2:9]2)=[N:4][CH:5]=[N:6][CH:7]=1. The catalyst class is: 332. (5) Reactant: [CH2:1]([N:8](C(=O)C(F)(F)F)[CH2:9][CH2:10][C:11]1[CH:16]=[CH:15][C:14]([S:17]([C:20]2[CH:21]=[CH:22][C:23]([OH:31])=[C:24]([CH:30]=2)[C:25]([O:27][CH2:28][CH3:29])=[O:26])(=[O:19])=[O:18])=[CH:13][CH:12]=1)[C:2]1[CH:7]=[CH:6][CH:5]=[CH:4][CH:3]=1.Cl. Product: [CH2:1]([NH:8][CH2:9][CH2:10][C:11]1[CH:12]=[CH:13][C:14]([S:17]([C:20]2[CH:21]=[CH:22][C:23]([OH:31])=[C:24]([CH:30]=2)[C:25]([O:27][CH2:28][CH3:29])=[O:26])(=[O:19])=[O:18])=[CH:15][CH:16]=1)[C:2]1[CH:7]=[CH:6][CH:5]=[CH:4][CH:3]=1. The catalyst class is: 8. (6) Reactant: [CH2:1]([NH2:8])[C:2]1[CH:7]=[CH:6][CH:5]=[CH:4][CH:3]=1.[CH:9](=O)[CH2:10][CH2:11][CH:12]=[O:13].[CH2:15]([C:22](O)=O)[C:16](CC(O)=O)=O.O.O.O.C([O-])(=O)C.[Na+].Cl. Product: [CH2:1]([N:8]1[CH:10]2[CH2:9][CH2:22][CH:15]1[CH2:16][C:12](=[O:13])[CH2:11]2)[C:2]1[CH:7]=[CH:6][CH:5]=[CH:4][CH:3]=1. The catalyst class is: 6. (7) Reactant: [CH3:1][C:2]1[N:3]=[C:4]([C:12]2[CH:17]=[CH:16][CH:15]=[C:14]([C:18]([F:21])([F:20])[F:19])[CH:13]=2)[N:5]2[C:10]=1[CH:9]=[N:8][C:7]([NH2:11])=[N:6]2.Br[C:23]1[CH:28]=[CH:27][C:26]([O:29][CH3:30])=[CH:25][C:24]=1[O:31][CH3:32].C(P(C(C)(C)C)C1C=CC=CC=1C1C=CC=CC=1)(C)(C)C.CC([O-])(C)C.[Na+]. Product: [CH3:30][O:29][C:26]1[CH:25]=[C:24]([O:31][CH3:32])[CH:23]=[CH:28][C:27]=1[NH:11][C:7]1[N:8]=[CH:9][C:10]2=[C:2]([CH3:1])[N:3]=[C:4]([C:12]3[CH:17]=[CH:16][CH:15]=[C:14]([C:18]([F:21])([F:19])[F:20])[CH:13]=3)[N:5]2[N:6]=1. The catalyst class is: 62. (8) Reactant: [Cl:1][C:2]1[CH:9]=[CH:8][CH:7]=[CH:6][C:3]=1[CH:4]=O.[C-:10]#[N:11].[Na+].[S:13]1[C:21]2[CH2:20][CH2:19][NH:18][CH2:17][C:16]=2[CH:15]=[CH:14]1.Cl.[NH4+].[OH-]. Product: [Cl:1][C:2]1[CH:9]=[CH:8][CH:7]=[CH:6][C:3]=1[CH:4]([N:18]1[CH2:19][CH2:20][C:21]2[S:13][CH:14]=[CH:15][C:16]=2[CH2:17]1)[C:10]#[N:11]. The catalyst class is: 24. (9) Reactant: C(O[C:4](=[O:12])/[CH:5]=[C:6](\[NH2:11])/[C:7]([F:10])([F:9])[F:8])C.N1C=CC=CC=1.C([CH:21]([C:25](Cl)=[O:26])[C:22](Cl)=[O:23])C.[CH3:28][C:29](C)([O-:31])C.[K+]. Product: [CH2:29]([O:31][C:25](=[O:26])[C:21]1[C:4]([OH:12])=[CH:5][C:6]([C:7]([F:8])([F:9])[F:10])=[N:11][C:22]=1[OH:23])[CH3:28]. The catalyst class is: 429. (10) Reactant: [F:1][C:2]1[CH:7]=[CH:6][C:5]([N:8]2[CH:13]=[CH:12][CH:11]=[C:10]([C:14]([O:16]C)=[O:15])[C:9]2=[O:18])=[CH:4][CH:3]=1.[OH-].[Na+].Cl. Product: [F:1][C:2]1[CH:7]=[CH:6][C:5]([N:8]2[CH:13]=[CH:12][CH:11]=[C:10]([C:14]([OH:16])=[O:15])[C:9]2=[O:18])=[CH:4][CH:3]=1. The catalyst class is: 5.